This data is from Forward reaction prediction with 1.9M reactions from USPTO patents (1976-2016). The task is: Predict the product of the given reaction. Given the reactants [C:1]([C:4]1[C:9]([C:10]2[CH:15]=[CH:14][CH:13]=[CH:12][CH:11]=2)=[N:8][N:7]([CH2:16][CH3:17])[C:6](=[O:18])[C:5]=1[N+:19]([O-])=O)(=[O:3])[CH3:2].N[C:23]1[CH:24]=[CH:25][CH:26]=[C:27]2[C:32]=1[N:31]=[CH:30][CH:29]=[CH:28]2, predict the reaction product. The product is: [C:1]([C:4]1[C:9]([C:10]2[CH:15]=[CH:14][CH:13]=[CH:12][CH:11]=2)=[N:8][N:7]([CH2:16][CH3:17])[C:6](=[O:18])[C:5]=1[NH:19][C:23]1[CH:24]=[CH:25][CH:26]=[C:27]2[C:32]=1[N:31]=[CH:30][CH:29]=[CH:28]2)(=[O:3])[CH3:2].